This data is from Forward reaction prediction with 1.9M reactions from USPTO patents (1976-2016). The task is: Predict the product of the given reaction. (1) Given the reactants [OH:1][C:2]1([C:5]([OH:7])=O)[CH2:4][CH2:3]1.[O:8]1[CH2:11][CH:10]([N:12]2[CH2:17][CH2:16][N:15]([C:18]3[CH:23]=[CH:22][C:21]([NH:24][C:25]4[N:30]=[CH:29][N:28]=[C:27]([C:31]5[CH:32]=[CH:33][C:34]([O:39][C@@H:40]6[CH2:44][CH2:43][NH:42][CH2:41]6)=[C:35]([CH:38]=5)[C:36]#[N:37])[N:26]=4)=[CH:20][CH:19]=3)[CH2:14][CH2:13]2)[CH2:9]1, predict the reaction product. The product is: [OH:1][C:2]1([C:5]([N:42]2[CH2:43][CH2:44][C@@H:40]([O:39][C:34]3[CH:33]=[CH:32][C:31]([C:27]4[N:26]=[C:25]([NH:24][C:21]5[CH:22]=[CH:23][C:18]([N:15]6[CH2:14][CH2:13][N:12]([CH:10]7[CH2:9][O:8][CH2:11]7)[CH2:17][CH2:16]6)=[CH:19][CH:20]=5)[N:30]=[CH:29][N:28]=4)=[CH:38][C:35]=3[C:36]#[N:37])[CH2:41]2)=[O:7])[CH2:4][CH2:3]1. (2) Given the reactants Br[CH2:2][C:3]1[O:7][C:6]([CH3:8])=[N:5][CH:4]=1.[C-:9]#[N:10].[Na+].O, predict the reaction product. The product is: [CH3:8][C:6]1[O:7][C:3]([CH2:2][C:9]#[N:10])=[CH:4][N:5]=1. (3) Given the reactants [C:1]([NH:11][C@@H:12]([C:17]([OH:19])=[O:18])[CH2:13][CH2:14][S:15][CH3:16])([O:3][CH2:4][C:5]1[CH:10]=[CH:9][CH:8]=[CH:7][CH:6]=1)=[O:2].C1C=C2N=NN(O)C2=CC=1.O.F[P-](F)(F)(F)(F)F.N1(OC(N(C)C)=[N+](C)C)C2C=CC=CC=2N=N1.C(N(CC)CC)C.[Cl:62][C:63]1[CH:69]=[CH:68][C:66]([NH2:67])=[CH:65][CH:64]=1, predict the reaction product. The product is: [Cl:62][C:63]1[CH:69]=[CH:68][C:66]([NH:67][C:17](=[O:19])[C@H:12]([NH:11][C:1]([O:3][CH2:4][C:5]2[CH:6]=[CH:7][CH:8]=[CH:9][CH:10]=2)=[O:2])[CH2:13][CH2:14][S:15][CH3:16])=[CH:65][CH:64]=1.[NH2:11][C@H:12]([C:17]([OH:19])=[O:18])[CH2:13][CH2:14][S:15][CH3:16]. (4) Given the reactants [Cl:1][C:2]1[C:3]([NH:22][C@@H:23]2[CH2:28][CH2:27][CH2:26][CH2:25][C@H:24]2[NH:29][C:30](=[O:35])C(F)(F)F)=[N:4][C:5]([NH:8][C:9]2[CH:21]=[CH:20][C:12]3[CH2:13][CH2:14][N:15]([CH2:18][CH3:19])[CH2:16][CH2:17][C:11]=3[CH:10]=2)=[N:6][CH:7]=1.C(=O)([O-])[O-].[K+].[K+].[CH2:42]([N:44](CC)[CH2:45]C)C.CN(C)C(Cl)=O, predict the reaction product. The product is: [Cl:1][C:2]1[C:3]([NH:22][C@@H:23]2[CH2:28][CH2:27][CH2:26][CH2:25][C@H:24]2[NH:29][C:30](=[O:35])[N:44]([CH3:45])[CH3:42])=[N:4][C:5]([NH:8][C:9]2[CH:21]=[CH:20][C:12]3[CH2:13][CH2:14][N:15]([CH2:18][CH3:19])[CH2:16][CH2:17][C:11]=3[CH:10]=2)=[N:6][CH:7]=1. (5) Given the reactants [CH3:1][C:2]([CH3:31])([CH3:30])[CH2:3][C:4]([NH:6][C:7]1[C:8]([CH3:29])=[C:9](B(O)O)[C:10]2[O:14][CH2:13][CH:12]([C:15]3[CH:20]=[CH:19][C:18]([CH:21]([CH3:23])[CH3:22])=[CH:17][CH:16]=3)[C:11]=2[C:24]=1[CH3:25])=[O:5].Br[C:33]1[CH:37]=[CH:36][S:35][CH:34]=1, predict the reaction product. The product is: [CH:21]([C:18]1[CH:19]=[CH:20][C:15]([CH:12]2[C:11]3[C:24]([CH3:25])=[C:7]([NH:6][C:4](=[O:5])[CH2:3][C:2]([CH3:31])([CH3:30])[CH3:1])[C:8]([CH3:29])=[C:9]([C:33]4[CH:37]=[CH:36][S:35][CH:34]=4)[C:10]=3[O:14][CH2:13]2)=[CH:16][CH:17]=1)([CH3:23])[CH3:22]. (6) The product is: [C:11]([C:10]1[CH:13]=[CH:14][C:15]([C:17]([F:18])([F:19])[F:20])=[CH:16][C:9]=1[NH:8][C:36]([N:32]1[CH2:33][C@H:34]([CH3:35])[N:29]([C:26]2[CH:27]=[CH:28][C:23]([C:21]#[N:22])=[C:24]([O:4][CH3:3])[CH:25]=2)[CH2:30][C@H:31]1[CH3:39])=[O:37])#[N:12]. Given the reactants C1C[O:4][CH2:3]C1.[H-].[Na+].[NH2:8][C:9]1[CH:16]=[C:15]([C:17]([F:20])([F:19])[F:18])[CH:14]=[CH:13][C:10]=1[C:11]#[N:12].[C:21]([C:23]1[CH:28]=[CH:27][C:26]([N:29]2[C@@H:34]([CH3:35])[CH2:33][N:32]([C:36](Cl)=[O:37])[C@H:31]([CH3:39])[CH2:30]2)=[CH:25][C:24]=1C(F)(F)F)#[N:22], predict the reaction product. (7) Given the reactants C([O-])(=O)C.[NH4+:5].C1(C)C(C)=CC=CC=1.[S:14]1[CH:18]=[CH:17][CH:16]=[C:15]1[CH:19]1[C:23](=O)[CH2:22][NH:21][C:20]1=[O:25], predict the reaction product. The product is: [NH2:5][C:23]1[CH2:22][NH:21][C:20](=[O:25])[C:19]=1[C:15]1[S:14][CH:18]=[CH:17][CH:16]=1. (8) Given the reactants [N:1]1([CH:6]2[CH2:9][N:8](C(OC(C)(C)C)=O)[CH2:7]2)[CH2:5][CH2:4][CH2:3][CH2:2]1.[ClH:17], predict the reaction product. The product is: [ClH:17].[ClH:17].[NH:8]1[CH2:9][CH:6]([N:1]2[CH2:5][CH2:4][CH2:3][CH2:2]2)[CH2:7]1. (9) Given the reactants [NH2:1][C:2]1[CH:10]=[CH:9][CH:8]=[C:7]2[C:3]=1[CH2:4][O:5][C:6]2=[O:11].[O:12]=[C:13]([C:17]1[CH:22]=[CH:21][CH:20]=[CH:19][CH:18]=1)[C:14](O)=[O:15].CN(C(ON1N=NC2C=CC=CC1=2)=[N+](C)C)C.F[P-](F)(F)(F)(F)F.Cl, predict the reaction product. The product is: [O:12]=[C:13]([C:17]1[CH:22]=[CH:21][CH:20]=[CH:19][CH:18]=1)[C:14]([NH:1][C:2]1[CH:10]=[CH:9][CH:8]=[C:7]2[C:3]=1[CH2:4][O:5][C:6]2=[O:11])=[O:15].